This data is from Reaction yield outcomes from USPTO patents with 853,638 reactions. The task is: Predict the reaction yield, written as a fraction of the theoretical maximum amount of product (1.0 means a 100% yield; for example, 0.34 means a 34% yield). (1) The yield is 1.00. The product is [CH:8]12[NH:10][CH:4]([CH2:5][O:6][CH2:7]1)[CH2:3][C:2]1[O:1][N:24]=[CH:23][C:9]2=1. The reactants are [O:1]=[C:2]1[CH2:9][CH:8]2[N:10](C(OC(C)(C)C)=O)[CH:4]([CH2:5][O:6][CH2:7]2)[CH2:3]1.C(O[CH:23](N(C)C)[N:24](C)C)(C)(C)C.NO.Cl.Cl. The catalyst is O1CCOCC1. (2) The reactants are [Br:1][C:2]1[CH:7]=[CH:6][C:5]([Cl:8])=[CH:4][C:3]=1[CH2:9][CH2:10][S:11]([OH:14])(=O)=[O:12].S(Cl)([Cl:17])=O.CN(C)C=O. The catalyst is C1(C)C=CC=CC=1. The product is [Br:1][C:2]1[CH:7]=[CH:6][C:5]([Cl:8])=[CH:4][C:3]=1[CH2:9][CH2:10][S:11]([Cl:17])(=[O:14])=[O:12]. The yield is 0.970. (3) The reactants are [C:1]([C:3]1[CH:8]=[CH:7][C:6]([CH:9]2[CH2:14][CH2:13][N:12]([C:15]([C:17]3[C:18]([CH3:31])=[CH:19][C:20]([CH:27]4[CH2:30][CH2:29][CH2:28]4)=[C:21]([CH:26]=3)[C:22]([O:24]C)=[O:23])=[O:16])[CH2:11][CH2:10]2)=[CH:5][CH:4]=1)#[N:2].[OH-].[Na+]. The catalyst is CO. The yield is 0.830. The product is [C:1]([C:3]1[CH:8]=[CH:7][C:6]([CH:9]2[CH2:10][CH2:11][N:12]([C:15]([C:17]3[C:18]([CH3:31])=[CH:19][C:20]([CH:27]4[CH2:30][CH2:29][CH2:28]4)=[C:21]([CH:26]=3)[C:22]([OH:24])=[O:23])=[O:16])[CH2:13][CH2:14]2)=[CH:5][CH:4]=1)#[N:2]. (4) The reactants are [ClH:1].[CH:2]([C@H:4]1[CH2:9][CH2:8][CH2:7][CH2:6][N:5]1C(OC(C)(C)C)=O)=[CH2:3]. No catalyst specified. The product is [ClH:1].[CH:2]([C@H:4]1[CH2:9][CH2:8][CH2:7][CH2:6][NH:5]1)=[CH2:3]. The yield is 0.920.